This data is from Catalyst prediction with 721,799 reactions and 888 catalyst types from USPTO. The task is: Predict which catalyst facilitates the given reaction. Reactant: [N:1]([C@@H:4]1[CH2:9][N:8](C(OC(C)(C)C)=O)[CH2:7][C@@H:6]([C:17]([O:19][CH3:20])=[O:18])[CH2:5]1)=[N+:2]=[N-:3].[ClH:21]. Product: [ClH:21].[N:1]([C@H:4]1[CH2:9][NH:8][CH2:7][C@@H:6]([C:17]([O:19][CH3:20])=[O:18])[CH2:5]1)=[N+:2]=[N-:3]. The catalyst class is: 5.